From a dataset of Full USPTO retrosynthesis dataset with 1.9M reactions from patents (1976-2016). Predict the reactants needed to synthesize the given product. (1) The reactants are: CC(OI1(OC(C)=O)(OC(C)=O)OC(=O)C2C=CC=CC1=2)=O.[C:23]([O:27][C:28]([N:30]1[CH2:34][C@@H:33]([OH:35])[C@H:32]([F:36])[CH2:31]1)=[O:29])([CH3:26])([CH3:25])[CH3:24]. Given the product [C:23]([O:27][C:28]([N:30]1[CH2:34][C:33](=[O:35])[CH:32]([F:36])[CH2:31]1)=[O:29])([CH3:26])([CH3:24])[CH3:25], predict the reactants needed to synthesize it. (2) Given the product [CH2:1]([NH:8][C:16]([C:12]1[S:11][C:10]([Br:9])=[N:14][C:13]=1[CH3:15])=[O:17])[C:2]1[CH:7]=[CH:6][CH:5]=[CH:4][CH:3]=1, predict the reactants needed to synthesize it. The reactants are: [CH2:1]([NH2:8])[C:2]1[CH:7]=[CH:6][CH:5]=[CH:4][CH:3]=1.[Br:9][C:10]1[S:11][C:12]([C:16](O)=[O:17])=[C:13]([CH3:15])[N:14]=1.